Dataset: NCI-60 drug combinations with 297,098 pairs across 59 cell lines. Task: Regression. Given two drug SMILES strings and cell line genomic features, predict the synergy score measuring deviation from expected non-interaction effect. (1) Drug 1: CC1=C2C(C(=O)C3(C(CC4C(C3C(C(C2(C)C)(CC1OC(=O)C(C(C5=CC=CC=C5)NC(=O)C6=CC=CC=C6)O)O)OC(=O)C7=CC=CC=C7)(CO4)OC(=O)C)O)C)OC(=O)C. Drug 2: C1CNP(=O)(OC1)N(CCCl)CCCl. Cell line: OVCAR-4. Synergy scores: CSS=21.1, Synergy_ZIP=-0.907, Synergy_Bliss=1.03, Synergy_Loewe=-0.785, Synergy_HSA=-0.748. (2) Drug 1: CN(C)N=NC1=C(NC=N1)C(=O)N. Drug 2: C1CN(P(=O)(OC1)NCCCl)CCCl. Cell line: U251. Synergy scores: CSS=7.35, Synergy_ZIP=-3.40, Synergy_Bliss=1.18, Synergy_Loewe=-5.53, Synergy_HSA=1.54.